Dataset: Full USPTO retrosynthesis dataset with 1.9M reactions from patents (1976-2016). Task: Predict the reactants needed to synthesize the given product. (1) Given the product [CH3:31][C@H:14]1[N:13]([S:27]([C:24]2[CH:25]=[CH:26][C:21]([N:16]3[CH:20]=[CH:19][CH:18]=[N:17]3)=[CH:22][CH:23]=2)(=[O:29])=[O:28])[CH2:12][CH2:11][N:10]([C:8]([C:2]2[CH:3]=[CH:4][CH:5]=[CH:6][CH:7]=2)=[O:9])[CH2:15]1, predict the reactants needed to synthesize it. The reactants are: Cl.[C:2]1([C:8]([N:10]2[CH2:15][CH2:14][NH:13][CH2:12][CH2:11]2)=[O:9])[CH:7]=[CH:6][CH:5]=[CH:4][CH:3]=1.[N:16]1([C:21]2[CH:26]=[CH:25][C:24]([S:27](Cl)(=[O:29])=[O:28])=[CH:23][CH:22]=2)[CH:20]=[CH:19][CH:18]=[N:17]1.[CH2:31](N(CC)CC)C.O1CCCC1. (2) Given the product [C:15]1([CH2:21][CH2:22][CH2:23][CH2:24][O:1][C:2]2[CH:3]=[CH:4][C:5]([O:6][CH2:7][C:8]([O:10][CH2:11][CH3:12])=[O:9])=[CH:13][CH:14]=2)[CH:20]=[CH:19][CH:18]=[CH:17][CH:16]=1, predict the reactants needed to synthesize it. The reactants are: [OH:1][C:2]1[CH:14]=[CH:13][C:5]([O:6][CH2:7][C:8]([O:10][CH2:11][CH3:12])=[O:9])=[CH:4][CH:3]=1.[C:15]1([CH2:21][CH2:22][CH2:23][CH2:24]Br)[CH:20]=[CH:19][CH:18]=[CH:17][CH:16]=1.C(=O)([O-])[O-].[K+].[K+].[I-].[K+]. (3) Given the product [Br:1][C:2]1[CH:3]=[C:4]([CH:17]=[C:18]([Cl:20])[CH:19]=1)[O:5][C:6]1[C:7]([OH:21])=[N:8][CH:9]=[CH:10][C:11]=1[C:12]([F:15])([F:14])[F:13], predict the reactants needed to synthesize it. The reactants are: [Br:1][C:2]1[CH:3]=[C:4]([CH:17]=[C:18]([Cl:20])[CH:19]=1)[O:5][C:6]1[C:7](Cl)=[N:8][CH:9]=[CH:10][C:11]=1[C:12]([F:15])([F:14])[F:13].[OH-:21].[K+].